This data is from Reaction yield outcomes from USPTO patents with 853,638 reactions. The task is: Predict the reaction yield, written as a fraction of the theoretical maximum amount of product (1.0 means a 100% yield; for example, 0.34 means a 34% yield). (1) The reactants are [F:1][C:2]1[CH:3]=[C:4]2[C:8](=[CH:9][CH:10]=1)[N:7]([CH2:11][C:12]([O:14][CH3:15])=[O:13])[C:6]([CH3:16])=[C:5]2CC1C=NC(OC)=CC=1.FC1C=C(C=C(F)C=1)CN1C(=O)C=CC(CC2C3C(=CC=C(F)C=3)N(CC(O)=O)C=2C)=C1.[CH2:58]([N:65]1[C:70](=[O:71])[CH2:69][CH2:68][C:67]([CH:72]=O)=[N:66]1)[C:59]1[CH:64]=[CH:63][CH:62]=[CH:61][CH:60]=1.C([SiH](CC)CC)C.FC(F)(F)C(O)=O. No catalyst specified. The product is [CH2:58]([N:65]1[C:70](=[O:71])[CH2:69][CH2:68][C:67]([CH2:72][C:5]2[C:4]3[C:8](=[CH:9][CH:10]=[C:2]([F:1])[CH:3]=3)[N:7]([CH2:11][C:12]([O:14][CH3:15])=[O:13])[C:6]=2[CH3:16])=[N:66]1)[C:59]1[CH:60]=[CH:61][CH:62]=[CH:63][CH:64]=1. The yield is 0.630. (2) The reactants are [O:1]1[C:5]2[CH:6]=[CH:7][CH:8]=[CH:9][C:4]=2[C:3]([CH2:10][CH2:11][CH2:12][NH:13][CH:14]2[CH2:23][C:22]3[C:17](=[CH:18][CH:19]=[CH:20][C:21]=3[O:24][CH3:25])[O:16][CH2:15]2)=[CH:2]1.[CH:26](=O)[CH3:27].C(O)(=O)C.C([BH3-])#N.[Na+]. The catalyst is CO.CCCCCC.CCOC(C)=O. The product is [O:1]1[C:5]2[CH:6]=[CH:7][CH:8]=[CH:9][C:4]=2[C:3]([CH2:10][CH2:11][CH2:12][N:13]([CH2:26][CH3:27])[CH:14]2[CH2:23][C:22]3[C:17](=[CH:18][CH:19]=[CH:20][C:21]=3[O:24][CH3:25])[O:16][CH2:15]2)=[CH:2]1. The yield is 0.830. (3) The reactants are [F:1][C:2]1[CH:3]=[C:4]2[C:8](=[CH:9][CH:10]=1)[NH:7][CH:6]=[C:5]2[CH:11]=[O:12].[CH2:13](OC(C1NC2C(C=1)=CC=CC=2)=O)[CH3:14]. No catalyst specified. The product is [CH2:13]([N:7]1[C:8]2[C:4](=[CH:3][C:2]([F:1])=[CH:10][CH:9]=2)[C:5]([CH:11]=[O:12])=[CH:6]1)[CH3:14]. The yield is 0.570. (4) The reactants are [CH2:1]([N:8]1[C:12]2[C:13](=[O:27])[N:14]([CH3:26])[C:15]([CH2:24][OH:25])=[C:16]([C:17]3[CH:22]=[CH:21][C:20]([Cl:23])=[CH:19][CH:18]=3)[C:11]=2[CH:10]=[CH:9]1)[C:2]1[CH:7]=[CH:6][CH:5]=[CH:4][CH:3]=1.CCN(CC)CC.[CH3:35][S:36](Cl)(=[O:38])=[O:37]. The catalyst is ClCCl. The product is [CH3:35][S:36]([O:25][CH2:24][C:15]1[N:14]([CH3:26])[C:13](=[O:27])[C:12]2[N:8]([CH2:1][C:2]3[CH:7]=[CH:6][CH:5]=[CH:4][CH:3]=3)[CH:9]=[CH:10][C:11]=2[C:16]=1[C:17]1[CH:22]=[CH:21][C:20]([Cl:23])=[CH:19][CH:18]=1)(=[O:38])=[O:37]. The yield is 0.950.